From a dataset of Forward reaction prediction with 1.9M reactions from USPTO patents (1976-2016). Predict the product of the given reaction. (1) Given the reactants [Cl:1][C:2]1[C:9]([CH3:10])=[CH:8][CH:7]=[CH:6][C:3]=1[CH:4]=O.[NH2:11][C:12]1[CH:16]=[CH:15][NH:14][N:13]=1.O=[C:18]([CH2:25][CH2:26][CH3:27])[CH2:19][C:20]([O:22][CH2:23][CH3:24])=[O:21], predict the reaction product. The product is: [Cl:1][C:2]1[C:9]([CH3:10])=[CH:8][CH:7]=[CH:6][C:3]=1[CH:4]1[C:19]([C:20]([O:22][CH2:23][CH3:24])=[O:21])=[C:18]([CH2:25][CH2:26][CH3:27])[NH:11][C:12]2=[N:13][NH:14][CH:15]=[C:16]12. (2) Given the reactants [CH3:1][C:2]([C:4]1[CH:9]=[C:8]([C:10]([F:13])([F:12])[F:11])[CH:7]=[C:6]([C:14]([F:17])([F:16])[F:15])[CH:5]=1)=[O:3].[BH4-].[Na+].Cl, predict the reaction product. The product is: [F:11][C:10]([F:12])([F:13])[C:8]1[CH:9]=[C:4]([CH:2]([OH:3])[CH3:1])[CH:5]=[C:6]([C:14]([F:15])([F:16])[F:17])[CH:7]=1. (3) The product is: [C:1]1([C:16]2[CH:17]=[CH:18][CH:19]=[CH:20][CH:21]=2)[CH:2]=[CH:3][C:4]([C@H:7]2[C@@H:12]([C:13]([OH:15])=[O:14])[CH2:11][CH2:10][O:9][CH2:8]2)=[CH:5][CH:6]=1. Given the reactants [C:1]1([C:16]2[CH:21]=[CH:20][CH:19]=[CH:18][CH:17]=2)[CH:6]=[CH:5][C:4]([C@H:7]2[C@H:12]([C:13]([OH:15])=[O:14])[CH2:11][CH2:10][O:9][CH2:8]2)=[CH:3][CH:2]=1.C(OC([C@@H]1CCOC[C@H]1C1C=CC(C2C=CC=CC=2)=CC=1)=O)C, predict the reaction product.